From a dataset of Forward reaction prediction with 1.9M reactions from USPTO patents (1976-2016). Predict the product of the given reaction. (1) The product is: [C:29]([O:18][CH2:17][CH:16]([OH:19])[CH2:15][N:14]1[C:13]2[C:20]([N:24]([CH2:27][CH3:28])[CH2:25][CH3:26])=[CH:21][CH:22]=[CH:23][C:12]=2[N:11]=[C:10]1[NH:9][C:3]1[CH:4]=[CH:5][C:6]([Cl:8])=[CH:7][C:2]=1[Cl:1])(=[O:31])[CH3:30]. Given the reactants [Cl:1][C:2]1[CH:7]=[C:6]([Cl:8])[CH:5]=[CH:4][C:3]=1[NH:9][C:10]1[N:14]([CH2:15][CH:16]([OH:19])[CH2:17][OH:18])[C:13]2[C:20]([N:24]([CH2:27][CH3:28])[CH2:25][CH3:26])=[CH:21][CH:22]=[CH:23][C:12]=2[N:11]=1.[C:29](Cl)(=[O:31])[CH3:30], predict the reaction product. (2) Given the reactants [CH:1]([C:3]1[S:4][C:5]([C:8]([O:10][CH2:11][CH3:12])=[O:9])=[CH:6][N:7]=1)=[CH2:2].C(OCC)(=O)C.[H][H], predict the reaction product. The product is: [CH2:1]([C:3]1[S:4][C:5]([C:8]([O:10][CH2:11][CH3:12])=[O:9])=[CH:6][N:7]=1)[CH3:2]. (3) Given the reactants [CH3:1][C:2]1[C:8]([N+:9]([O-:11])=[O:10])=[CH:7][CH:6]=[CH:5][C:3]=1[NH2:4].[F:12][C:13]1[CH:20]=[C:19]([F:21])[CH:18]=[CH:17][C:14]=1[CH:15]=O, predict the reaction product. The product is: [F:12][C:13]1[CH:20]=[C:19]([F:21])[CH:18]=[CH:17][C:14]=1[CH2:15][NH:4][C:3]1[CH:5]=[CH:6][CH:7]=[C:8]([N+:9]([O-:11])=[O:10])[C:2]=1[CH3:1]. (4) Given the reactants [F:1][C:2]1[CH:3]=[C:4]2[C:9](=[CH:10][CH:11]=1)[S:8][CH2:7][C:6](=[CH:12]O)[C:5]2=[O:14].[Cl:15]CC(Cl)=O, predict the reaction product. The product is: [Cl:15]/[CH:12]=[C:6]1\[CH2:7][S:8][C:9]2[C:4]([C:5]\1=[O:14])=[CH:3][C:2]([F:1])=[CH:11][CH:10]=2. (5) Given the reactants [F:1][C:2]1[CH:11]=[C:10]([NH:12][S:13]([C:16]2[CH:21]=[CH:20][C:19](I)=[CH:18][CH:17]=2)(=[O:15])=[O:14])[CH:9]=[C:8]([F:23])[C:3]=1[C:4]([O:6]C)=[O:5].[CH3:24][C:25]1[CH:30]=[C:29](B2OC(C)(C)C(C)(C)O2)[CH:28]=[C:27]([CH3:40])[N:26]=1.C(=O)([O-])[O-].[Na+].[Na+].[OH-].[Na+].Cl, predict the reaction product. The product is: [CH3:24][C:25]1[CH:30]=[C:29]([C:19]2[CH:20]=[CH:21][C:16]([S:13]([NH:12][C:10]3[CH:11]=[C:2]([F:1])[C:3]([C:4]([OH:6])=[O:5])=[C:8]([F:23])[CH:9]=3)(=[O:15])=[O:14])=[CH:17][CH:18]=2)[CH:28]=[C:27]([CH3:40])[N:26]=1. (6) Given the reactants CN(C=O)C.[CH3:6][O:7][C:8]1[CH:13]=[CH:12][C:11]([C:14]([C:61]2[CH:66]=[CH:65][C:64]([O:67][CH3:68])=[CH:63][CH:62]=2)([C:55]2[CH:60]=[CH:59][CH:58]=[CH:57][CH:56]=2)[NH:15][S:16]([C:19]2[S:20][C:21]3[CH:27]=[C:26]([O:28][CH2:29][C:30]4[N:31]=[N:32][N:33]([CH2:35][C:36]([NH:38][C@H:39]([CH2:45][S:46][CH2:47][C:48]5[CH:53]=[CH:52][CH:51]=[C:50]([OH:54])[CH:49]=5)[C:40]([O:42][CH2:43][CH3:44])=[O:41])=[O:37])[CH:34]=4)[CH:25]=[CH:24][C:22]=3[N:23]=2)(=[O:18])=[O:17])=[CH:10][CH:9]=1.C([O-])([O-])=O.[K+].[K+].Br[CH2:76][C:77]#[CH:78], predict the reaction product. The product is: [CH3:6][O:7][C:8]1[CH:13]=[CH:12][C:11]([C:14]([C:61]2[CH:66]=[CH:65][C:64]([O:67][CH3:68])=[CH:63][CH:62]=2)([C:55]2[CH:60]=[CH:59][CH:58]=[CH:57][CH:56]=2)[NH:15][S:16]([C:19]2[S:20][C:21]3[CH:27]=[C:26]([O:28][CH2:29][C:30]4[N:31]=[N:32][N:33]([CH2:35][C:36]([NH:38][C@H:39]([CH2:45][S:46][CH2:47][C:48]5[CH:53]=[CH:52][CH:51]=[C:50]([O:54][CH2:78][C:77]#[CH:76])[CH:49]=5)[C:40]([O:42][CH2:43][CH3:44])=[O:41])=[O:37])[CH:34]=4)[CH:25]=[CH:24][C:22]=3[N:23]=2)(=[O:18])=[O:17])=[CH:10][CH:9]=1. (7) Given the reactants [CH3:1][S:2]([NH2:5])(=[O:4])=[O:3].[H-].[Na+].F[C:9]1[CH:14]=[C:13]([F:15])[CH:12]=[CH:11][C:10]=1[N+:16]([O-:18])=[O:17].Cl.N#N, predict the reaction product. The product is: [F:15][C:13]1[CH:12]=[CH:11][C:10]([N+:16]([O-:18])=[O:17])=[C:9]([NH:5][S:2]([CH3:1])(=[O:4])=[O:3])[CH:14]=1. (8) Given the reactants FC(F)(F)S(O[C:7]1[C:8]([CH3:36])([CH3:35])[C@H:9]2[C@:22]([CH3:25])([CH2:23][CH:24]=1)[C@@H:21]1[C@:12]([CH3:34])([C@@:13]3([CH3:33])[C@H:18]([CH2:19][CH2:20]1)[C@H:17]1[C@H:26]([C:29]([CH3:31])=[CH2:30])[CH2:27][CH2:28][C@:16]1([NH2:32])[CH2:15][CH2:14]3)[CH2:11][CH2:10]2)(=O)=O.CC1(C)C(C)(C)OB([C:47]2[CH2:52][CH2:51][CH:50]([C:53]([O:55][CH2:56][CH3:57])=[O:54])[CH2:49][CH:48]=2)O1.O.C(=O)([O-])[O-].[Na+].[Na+], predict the reaction product. The product is: [NH2:32][C@:16]12[CH2:28][CH2:27][C@@H:26]([C:29]([CH3:31])=[CH2:30])[C@@H:17]1[C@@H:18]1[C@@:13]([CH3:33])([CH2:14][CH2:15]2)[C@@:12]2([CH3:34])[C@@H:21]([C@:22]3([CH3:25])[C@@H:9]([CH2:10][CH2:11]2)[C:8]([CH3:35])([CH3:36])[C:7]([C:47]2[CH2:52][CH2:51][CH:50]([C:53]([O:55][CH2:56][CH3:57])=[O:54])[CH2:49][CH:48]=2)=[CH:24][CH2:23]3)[CH2:20][CH2:19]1.